From a dataset of Forward reaction prediction with 1.9M reactions from USPTO patents (1976-2016). Predict the product of the given reaction. (1) Given the reactants [NH2:1][C@H:2]([C:8]([OH:10])=[O:9])[CH2:3][CH2:4][C:5]([OH:7])=[O:6].C([O-])([O-])=O.[Na+].[Na+].[CH3:17][C:18]([O:21][C:22](O[C:22]([O:21][C:18]([CH3:20])([CH3:19])[CH3:17])=[O:23])=[O:23])([CH3:20])[CH3:19].[Na+].[Cl-], predict the reaction product. The product is: [NH:1]([C:22]([O:21][C:18]([CH3:20])([CH3:19])[CH3:17])=[O:23])[C@H:2]([C:8]([OH:10])=[O:9])[CH2:3][CH2:4][C:5](=[O:7])[OH:6]. (2) Given the reactants [CH3:1][N:2]([CH2:16][CH2:17][CH2:18][N:19]([CH3:37])[CH2:20][C:21](=[O:36])[NH:22][C:23]1[CH:28]=[CH:27][C:26]([O:29][C:30]2[CH:35]=[CH:34][CH:33]=[CH:32][CH:31]=2)=[CH:25][CH:24]=1)[C:3]([NH:5][C:6]1[CH:15]=[CH:14][C:9]([C:10]([O:12]C)=[O:11])=[CH:8][CH:7]=1)=[O:4].[OH-].[Na+], predict the reaction product. The product is: [CH3:1][N:2]([CH2:16][CH2:17][CH2:18][N:19]([CH3:37])[CH2:20][C:21](=[O:36])[NH:22][C:23]1[CH:24]=[CH:25][C:26]([O:29][C:30]2[CH:31]=[CH:32][CH:33]=[CH:34][CH:35]=2)=[CH:27][CH:28]=1)[C:3]([NH:5][C:6]1[CH:15]=[CH:14][C:9]([C:10]([OH:12])=[O:11])=[CH:8][CH:7]=1)=[O:4]. (3) Given the reactants [F:1][C:2]1[CH:7]=[C:6]([OH:8])[C:5]([O:9]C)=[CH:4][C:3]=1[C:11](=O)[CH3:12].[C:14](O)(=O)C, predict the reaction product. The product is: [CH2:11]([C:3]1[CH:4]=[C:5]([OH:9])[C:6]([O:8][CH3:14])=[CH:7][C:2]=1[F:1])[CH3:12]. (4) Given the reactants Br[C:2]1[CH:3]=[N:4][CH:5]=[C:6]2[C:11]=1[N:10]=[C:9]([C:12]([NH2:14])=[O:13])[CH:8]=[CH:7]2.[CH2:15]([NH:21][C:22](=[O:33])[CH2:23][C:24]1[CH:29]=[CH:28][C:27](B(O)O)=[CH:26][CH:25]=1)[CH2:16][CH2:17][CH2:18][CH2:19][CH3:20], predict the reaction product. The product is: [CH2:15]([NH:21][C:22](=[O:33])[CH2:23][C:24]1[CH:25]=[CH:26][C:27]([C:2]2[CH:3]=[N:4][CH:5]=[C:6]3[C:11]=2[N:10]=[C:9]([C:12]([NH2:14])=[O:13])[CH:8]=[CH:7]3)=[CH:28][CH:29]=1)[CH2:16][CH2:17][CH2:18][CH2:19][CH3:20]. (5) Given the reactants C(=O)([O-])[O-].[K+].[K+].[Br:7][C:8]1[CH:13]=[CH:12][C:11]([C:14]2[O:23][C:17]3[N:18]=[CH:19][N:20]=[C:21](Cl)[C:16]=3[C:15]=2[C:24]2[CH:29]=[CH:28][CH:27]=[CH:26][CH:25]=2)=[CH:10][CH:9]=1.[CH3:30][N:31]1[CH2:36][CH2:35][NH:34][CH2:33][CH2:32]1.O, predict the reaction product. The product is: [Br:7][C:8]1[CH:13]=[CH:12][C:11]([C:14]2[O:23][C:17]3[N:18]=[CH:19][N:20]=[C:21]([N:34]4[CH2:35][CH2:36][N:31]([CH3:30])[CH2:32][CH2:33]4)[C:16]=3[C:15]=2[C:24]2[CH:29]=[CH:28][CH:27]=[CH:26][CH:25]=2)=[CH:10][CH:9]=1. (6) Given the reactants [O:1]=[C:2]1[CH2:8][CH:7]2[N:9](C(OCC)=O)[CH:4]([CH2:5][CH2:6]2)[CH2:3]1.C[Si](I)(C)C.CO, predict the reaction product. The product is: [CH:7]12[NH:9][CH:4]([CH2:5][CH2:6]1)[CH2:3][C:2](=[O:1])[CH2:8]2.